From a dataset of Full USPTO retrosynthesis dataset with 1.9M reactions from patents (1976-2016). Predict the reactants needed to synthesize the given product. (1) Given the product [Cl:25][C:23]1[S:22][C:20]2[NH:21][C:17]([C:15]([NH:14][CH:6]3[CH2:7][C:8]4[C:13](=[CH:12][CH:11]=[CH:10][CH:9]=4)[N:4]([CH2:3][C:2]4[NH:1][C:29](=[O:30])[O:28][N:27]=4)[C:5]3=[O:26])=[O:16])=[CH:18][C:19]=2[CH:24]=1, predict the reactants needed to synthesize it. The reactants are: [NH2:1]/[C:2](=[N:27]\[O:28][C:29](OCC)=[O:30])/[CH2:3][N:4]1[C:13]2[C:8](=[CH:9][CH:10]=[CH:11][CH:12]=2)[CH2:7][CH:6]([NH:14][C:15]([C:17]2[NH:21][C:20]3[S:22][C:23]([Cl:25])=[CH:24][C:19]=3[CH:18]=2)=[O:16])[C:5]1=[O:26]. (2) Given the product [CH2:1]([O:3][C:4]([N:6]1[C:14]2[C:9](=[CH:10][C:11]([C:15]3[S:19][C:18]([C:20]4[CH:21]=[CH:22][CH:23]=[CH:24][CH:25]=4)=[N:17][C:16]=3[CH3:26])=[CH:12][CH:13]=2)[CH:8]=[C:7]1[O:27][S:38]([C:41]([F:44])([F:43])[F:42])(=[O:39])=[O:37])=[O:5])[CH3:2], predict the reactants needed to synthesize it. The reactants are: [CH2:1]([O:3][C:4]([N:6]1[C:14]2[C:9](=[CH:10][C:11]([C:15]3[S:19][C:18]([C:20]4[CH:25]=[CH:24][CH:23]=[CH:22][CH:21]=4)=[N:17][C:16]=3[CH3:26])=[CH:12][CH:13]=2)[CH2:8][C:7]1=[O:27])=[O:5])[CH3:2].CCN(C(C)C)C(C)C.[O:37](S(C(F)(F)F)(=O)=O)[S:38]([C:41]([F:44])([F:43])[F:42])(=O)=[O:39]. (3) Given the product [F:4][C:2]([C:5]1[CH:6]=[C:7]([N:12]2[CH:32]=[C:22]([CH2:21][OH:20])[N:23]=[CH:26]2)[CH:8]=[CH:9][C:10]=1[F:11])([F:1])[CH3:3], predict the reactants needed to synthesize it. The reactants are: [F:1][C:2]([C:5]1[CH:6]=[C:7]([NH2:12])[CH:8]=[CH:9][C:10]=1[F:11])([F:4])[CH3:3].C([O:20][CH2:21][CH3:22])(OCC)OCC.[N+:23]([CH2:26]C(OCC)=O)([O-])=O.[C:32](O)(=O)C. (4) Given the product [F:15][C:16]1[CH:17]=[C:18]([NH:19][C:2]2[N:7]=[C:6]([C:8]3[CH:13]=[CH:12][N:11]=[C:10]([NH:31][C@@H:29]([CH3:30])[CH2:28][O:27][CH3:26])[N:9]=3)[N:5]=[CH:4][N:3]=2)[CH:20]=[C:21]([N+:23]([O-:25])=[O:24])[CH:22]=1, predict the reactants needed to synthesize it. The reactants are: Cl[C:2]1[N:7]=[C:6]([C:8]2[CH:13]=[CH:12][N:11]=[C:10](Cl)[N:9]=2)[N:5]=[CH:4][N:3]=1.[F:15][C:16]1[CH:17]=[C:18]([CH:20]=[C:21]([N+:23]([O-:25])=[O:24])[CH:22]=1)[NH2:19].[CH3:26][O:27][CH2:28][C@@H:29]([NH2:31])[CH3:30]. (5) The reactants are: [Cl:1][C:2]1[C:11]2[N:10]=[C:9]([NH:12][CH2:13][C:14]3[CH:19]=[CH:18][C:17]([O:20][CH3:21])=[CH:16][C:15]=3[O:22][CH3:23])[N:8]3[N:24]=[C:25]([CH2:27][CH:28](OC)[O:29]C)[N:26]=[C:7]3[C:6]=2[CH:5]=[CH:4][CH:3]=1.CC1C=CC(S(O)(=O)=O)=CC=1. Given the product [Cl:1][C:2]1[C:11]2[N:10]=[C:9]([NH:12][CH2:13][C:14]3[CH:19]=[CH:18][C:17]([O:20][CH3:21])=[CH:16][C:15]=3[O:22][CH3:23])[N:8]3[N:24]=[C:25]([CH2:27][CH:28]=[O:29])[N:26]=[C:7]3[C:6]=2[CH:5]=[CH:4][CH:3]=1, predict the reactants needed to synthesize it. (6) Given the product [C:1]([O:5][C:6](=[O:18])[N:7]([CH2:8][CH2:9][NH2:10])[CH3:17])([CH3:4])([CH3:2])[CH3:3], predict the reactants needed to synthesize it. The reactants are: [C:1]([O:5][C:6](=[O:18])[N:7]([CH3:17])[CH2:8][CH2:9][NH:10]C(=O)C(F)(F)F)([CH3:4])([CH3:3])[CH3:2].[OH-].[Li+].